This data is from Reaction yield outcomes from USPTO patents with 853,638 reactions. The task is: Predict the reaction yield, written as a fraction of the theoretical maximum amount of product (1.0 means a 100% yield; for example, 0.34 means a 34% yield). (1) The reactants are Br[C:2]1[CH:3]=[C:4]([CH2:9][N:10]([CH2:19][C:20]2[C:21]([NH:33][CH:34]3[CH2:39][CH2:38][O:37][CH2:36][CH2:35]3)=[C:22]3[CH:30]=[N:29][N:28]([CH2:31][CH3:32])[C:23]3=[N:24][C:25]=2[CH2:26][CH3:27])[C:11]([C:13]2([C:16]([NH2:18])=[O:17])[CH2:15][CH2:14]2)=[O:12])[CH:5]=[CH:6][C:7]=1[CH3:8].[CH:40]([C:42]1[CH:43]=[C:44](B(O)O)[CH:45]=[CH:46][CH:47]=1)=[O:41].C([O-])([O-])=O.[Na+].[Na+]. The catalyst is O1CCOCC1.O.C1C=CC(P(C2C=CC=CC=2)[C-]2C=CC=C2)=CC=1.C1C=CC(P(C2C=CC=CC=2)[C-]2C=CC=C2)=CC=1.Cl[Pd]Cl.[Fe+2]. The product is [CH2:31]([N:28]1[C:23]2=[N:24][C:25]([CH2:26][CH3:27])=[C:20]([CH2:19][N:10]([CH2:9][C:4]3[CH:3]=[C:2]([C:46]4[CH:45]=[CH:44][CH:43]=[C:42]([CH:40]=[O:41])[CH:47]=4)[C:7]([CH3:8])=[CH:6][CH:5]=3)[C:11]([C:13]3([C:16]([NH2:18])=[O:17])[CH2:15][CH2:14]3)=[O:12])[C:21]([NH:33][CH:34]3[CH2:39][CH2:38][O:37][CH2:36][CH2:35]3)=[C:22]2[CH:30]=[N:29]1)[CH3:32]. The yield is 0.770. (2) The reactants are [CH3:1][NH:2][CH2:3][CH:4]1[CH2:8][C:7]2[CH:9]=[CH:10][CH:11]=[C:12]([C:13]3[C:18]([Cl:19])=[CH:17][CH:16]=[CH:15][C:14]=3[Cl:20])[C:6]=2[O:5]1.C(N(C(C)C)CC)(C)C.Cl[C:31]([O:33][CH2:34][C:35]1[CH:40]=[CH:39][CH:38]=[CH:37][CH:36]=1)=[O:32]. No catalyst specified. The product is [Cl:20][C:14]1[CH:15]=[CH:16][CH:17]=[C:18]([Cl:19])[C:13]=1[C:12]1[C:6]2[O:5][CH:4]([CH2:3][N:2]([CH3:1])[C:31](=[O:32])[O:33][CH2:34][C:35]3[CH:40]=[CH:39][CH:38]=[CH:37][CH:36]=3)[CH2:8][C:7]=2[CH:9]=[CH:10][CH:11]=1. The yield is 0.990. (3) The reactants are [H-].[Na+].[CH3:3][O:4][C:5]1[CH:6]=[C:7]([CH:32]=[CH:33][C:34]=1[N+:35]([O-:37])=[O:36])[C:8]([C:10]1[N:18]2[C:13]([CH:14]=[C:15]([NH:19][CH3:20])[CH:16]=[CH:17]2)=[C:12]([C:21]([O:23][CH2:24][C:25]2[CH:30]=[CH:29][CH:28]=[CH:27][CH:26]=2)=[O:22])[C:11]=1[CH3:31])=[O:9].[CH3:38]I.Cl. The catalyst is CN(C)C=O.ClCCl. The product is [CH3:20][N:19]([CH3:38])[C:15]1[CH:16]=[CH:17][N:18]2[C:13]([CH:14]=1)=[C:12]([C:21]([O:23][CH2:24][C:25]1[CH:30]=[CH:29][CH:28]=[CH:27][CH:26]=1)=[O:22])[C:11]([CH3:31])=[C:10]2[C:8](=[O:9])[C:7]1[CH:32]=[CH:33][C:34]([N+:35]([O-:37])=[O:36])=[C:5]([O:4][CH3:3])[CH:6]=1. The yield is 0.810. (4) The reactants are Cl[C:2]([O:4][CH:5]([CH3:7])[CH3:6])=[O:3].N1C=CC=CC=1.[CH2:14]([OH:17])[CH2:15][OH:16]. The catalyst is C(Cl)Cl. The product is [C:2](=[O:3])([O:4][CH:5]([CH3:7])[CH3:6])[O:16][CH2:15][CH2:14][OH:17]. The yield is 0.420.